From a dataset of Catalyst prediction with 721,799 reactions and 888 catalyst types from USPTO. Predict which catalyst facilitates the given reaction. (1) Reactant: Cl[C:2]1[C:11]2[C:6](=[CH:7][CH:8]=[CH:9][CH:10]=2)[CH:5]=[CH:4][N:3]=1.[NH2:12][C@@H:13]1[CH2:18][CH2:17][CH2:16][N:15]([C:19]([O:21][C:22]([CH3:25])([CH3:24])[CH3:23])=[O:20])[CH2:14]1.CC([O-])(C)C.[K+].C1C=CC(P(C2C(C3C(P(C4C=CC=CC=4)C4C=CC=CC=4)=CC=C4C=3C=CC=C4)=C3C(C=CC=C3)=CC=2)C2C=CC=CC=2)=CC=1. The catalyst class is: 222. Product: [C:2]1([NH:12][C@@H:13]2[CH2:18][CH2:17][CH2:16][N:15]([C:19]([O:21][C:22]([CH3:25])([CH3:24])[CH3:23])=[O:20])[CH2:14]2)[C:11]2[C:6](=[CH:7][CH:8]=[CH:9][CH:10]=2)[CH:5]=[CH:4][N:3]=1. (2) Reactant: [OH:1][N:2]1[C:6](=[O:7])[C:5]2=[CH:8][CH:9]=[CH:10][CH:11]=[C:4]2[C:3]1=[O:12].C(=O)([O-])[O-].[K+].[K+].Cl[C@H:20]([CH3:28])[C:21]([O:23][C:24]([CH3:27])([CH3:26])[CH3:25])=[O:22].[Li+].[Cl-]. Product: [O:7]=[C:6]1[C:5]2[C:4](=[CH:11][CH:10]=[CH:9][CH:8]=2)[C:3](=[O:12])[N:2]1[O:1][C@@H:20]([CH3:28])[C:21]([O:23][C:24]([CH3:27])([CH3:26])[CH3:25])=[O:22]. The catalyst class is: 31. (3) Reactant: C(N(CC)CC)C.[NH2:8][C@H:9]1[C:17]2[C:12](=[CH:13][CH:14]=[C:15]([C:18]([O:20][CH3:21])=[O:19])[CH:16]=2)[CH2:11][CH2:10]1.[CH3:22][CH:23]([CH3:29])[CH2:24][S:25](Cl)(=[O:27])=[O:26]. Product: [CH3:22][CH:23]([CH3:29])[CH2:24][S:25]([NH:8][C@H:9]1[C:17]2[C:12](=[CH:13][CH:14]=[C:15]([C:18]([O:20][CH3:21])=[O:19])[CH:16]=2)[CH2:11][CH2:10]1)(=[O:27])=[O:26]. The catalyst class is: 4.